This data is from Full USPTO retrosynthesis dataset with 1.9M reactions from patents (1976-2016). The task is: Predict the reactants needed to synthesize the given product. The reactants are: [CH:1]1([N:6]2[C:10]3[N:11]=[C:12]([NH2:15])[N:13]=[CH:14][C:9]=3[C:8]3[CH:16]=[CH:17][N:18]=[CH:19][C:7]2=3)[CH2:5][CH2:4][CH2:3][CH2:2]1.Cl[C:21]1[N:26]=[CH:25][C:24]([N:27]2[CH2:32][CH2:31][N:30]([CH2:33][CH2:34][O:35][Si:36]([C:39]([CH3:42])([CH3:41])[CH3:40])([CH3:38])[CH3:37])[CH2:29][CH2:28]2)=[CH:23][CH:22]=1.CC(C)([O-])C.[Na+].C1(P(C2C=CC=CC=2)C2C3OC4C(=CC=CC=4P(C4C=CC=CC=4)C4C=CC=CC=4)C(C)(C)C=3C=CC=2)C=CC=CC=1. Given the product [Si:36]([O:35][CH2:34][CH2:33][N:30]1[CH2:31][CH2:32][N:27]([C:24]2[CH:23]=[CH:22][C:21]([NH:15][C:12]3[N:13]=[CH:14][C:9]4[C:8]5[CH:16]=[CH:17][N:18]=[CH:19][C:7]=5[N:6]([CH:1]5[CH2:2][CH2:3][CH2:4][CH2:5]5)[C:10]=4[N:11]=3)=[N:26][CH:25]=2)[CH2:28][CH2:29]1)([C:39]([CH3:42])([CH3:40])[CH3:41])([CH3:37])[CH3:38], predict the reactants needed to synthesize it.